Predict which catalyst facilitates the given reaction. From a dataset of Catalyst prediction with 721,799 reactions and 888 catalyst types from USPTO. (1) Reactant: [N:1]1[C:10]2[C:5](=[CH:6][C:7]([C:11]([O:13]C)=O)=[CH:8][CH:9]=2)[CH:4]=[CH:3][CH:2]=1.[NH3:15]. Product: [N:1]1[C:10]2[C:5](=[CH:6][C:7]([C:11]([NH2:15])=[O:13])=[CH:8][CH:9]=2)[CH:4]=[CH:3][CH:2]=1. The catalyst class is: 5. (2) Reactant: [C:1]([C:3]1[CH:8]=[CH:7][C:6]([C:9]2[N:13]3[N:14]=[C:15]([C:18]4[CH:39]=[CH:38][C:21]([C:22]([N:24]5[CH2:29][CH2:28][CH:27]([NH:30]C(=O)OC(C)(C)C)[CH2:26][CH2:25]5)=[O:23])=[CH:20][CH:19]=4)[CH:16]=[CH:17][C:12]3=[N:11][CH:10]=2)=[CH:5][CH:4]=1)#[N:2].C(O)(C(F)(F)F)=O. Product: [NH2:30][CH:27]1[CH2:26][CH2:25][N:24]([C:22]([C:21]2[CH:20]=[CH:19][C:18]([C:15]3[CH:16]=[CH:17][C:12]4[N:13]([C:9]([C:6]5[CH:7]=[CH:8][C:3]([C:1]#[N:2])=[CH:4][CH:5]=5)=[CH:10][N:11]=4)[N:14]=3)=[CH:39][CH:38]=2)=[O:23])[CH2:29][CH2:28]1. The catalyst class is: 2. (3) Reactant: [Si:1](Cl)([C:4]([CH3:7])([CH3:6])[CH3:5])([CH3:3])[CH3:2].[OH:9][CH2:10][CH:11]1[CH2:16][CH2:15][C:14]([CH:18]=[CH2:19])([OH:17])[CH2:13][CH2:12]1.N1C=CN=C1. Product: [Si:1]([O:9][CH2:10][CH:11]1[CH2:16][CH2:15][C:14]([CH:18]=[CH2:19])([OH:17])[CH2:13][CH2:12]1)([C:4]([CH3:7])([CH3:6])[CH3:5])([CH3:3])[CH3:2]. The catalyst class is: 9.